From a dataset of Catalyst prediction with 721,799 reactions and 888 catalyst types from USPTO. Predict which catalyst facilitates the given reaction. (1) Reactant: C[O:2][C:3]([C:5]1[CH:10]=[CH:9][C:8]([N:11]2[CH:15]=[C:14]([C:16]3[C:24]4[C:19](=[CH:20][CH:21]=[C:22]([CH2:25][N:26]5[C:31](=[O:32])[CH:30]=[CH:29][C:28]([C:33]6[CH:38]=[CH:37][N:36]=[CH:35][CH:34]=6)=[N:27]5)[CH:23]=4)[N:18](C(OC(C)(C)C)=O)[N:17]=3)[N:13]=[N:12]2)=[CH:7][CH:6]=1)=[O:4].CN(C=O)C.CCO.Cl. Product: [O:32]=[C:31]1[N:26]([CH2:25][C:22]2[CH:23]=[C:24]3[C:19](=[CH:20][CH:21]=2)[NH:18][N:17]=[C:16]3[C:14]2[N:13]=[N:12][N:11]([C:8]3[CH:9]=[CH:10][C:5]([C:3]([OH:4])=[O:2])=[CH:6][CH:7]=3)[CH:15]=2)[N:27]=[C:28]([C:33]2[CH:34]=[CH:35][N:36]=[CH:37][CH:38]=2)[CH:29]=[CH:30]1. The catalyst class is: 74. (2) Reactant: [CH2:1]([O:3][C:4](=[O:7])[CH2:5]Br)[CH3:2].[F:8][C:9]1[CH:14]=[CH:13][C:12]([OH:15])=[CH:11][C:10]=1[CH3:16].C([O-])([O-])=O.[K+].[K+].[Na+].[I-]. Product: [F:8][C:9]1[CH:14]=[CH:13][C:12]([O:15][CH2:5][C:4]([O:3][CH2:1][CH3:2])=[O:7])=[CH:11][C:10]=1[CH3:16]. The catalyst class is: 21. (3) Reactant: CS(O[CH2:6][CH:7]1[CH2:12][N:11]([S:13]([C:16]2[S:17][CH:18]=[CH:19][CH:20]=2)(=[O:15])=[O:14])[CH2:10][CH2:9][N:8]1[C:21]1[CH:26]=[CH:25][C:24]([C:27]([OH:33])([CH3:32])[C:28]([F:31])([F:30])[F:29])=[CH:23][CH:22]=1)(=O)=O.[CH3:34][C@H:35]1[CH2:40][O:39][CH2:38][CH2:37][NH:36]1.C(=O)([O-])[O-].[K+].[K+]. Product: [F:30][C:28]([F:29])([F:31])[C:27]([C:24]1[CH:25]=[CH:26][C:21]([N:8]2[CH2:9][CH2:10][N:11]([S:13]([C:16]3[S:17][CH:18]=[CH:19][CH:20]=3)(=[O:14])=[O:15])[CH2:12][CH:7]2[CH2:6][N:36]2[CH2:37][CH2:38][O:39][CH2:40][C@@H:35]2[CH3:34])=[CH:22][CH:23]=1)([OH:33])[CH3:32]. The catalyst class is: 10. (4) Reactant: [O:1]1CC(O)O[CH2:3][CH:2]1O.[CH3:9][NH2:10].[N+:11]([CH:13](S(C1C=CC(C)=CC=1)(=O)=O)[C:14]1[CH:19]=[CH:18][CH:17]=[CH:16][C:15]=1[O:20][CH3:21])#[C-:12]. Product: [CH3:21][O:20][C:15]1[CH:16]=[CH:17][CH:18]=[CH:19][C:14]=1[C:13]1[N:11]=[CH:12][N:10]([CH3:9])[C:3]=1[CH2:2][OH:1]. The catalyst class is: 118.